From a dataset of Retrosynthesis with 50K atom-mapped reactions and 10 reaction types from USPTO. Predict the reactants needed to synthesize the given product. (1) Given the product CN1CCN(c2cc(=O)n(C)nc2Cl)CC1=O, predict the reactants needed to synthesize it. The reactants are: CN1CCNCC1=O.Cn1nc(Cl)c(Cl)cc1=O. (2) Given the product CC(C)(C)OC(=O)NCC(c1ccccc1)c1ccccc1, predict the reactants needed to synthesize it. The reactants are: CC(C)(C)OC(=O)OC(=O)OC(C)(C)C.NCC(c1ccccc1)c1ccccc1. (3) Given the product CC(=O)N1CCN(c2ccc(NC(=O)Cc3cc(C)c(-c4ccnc(C)c4)cc3F)nc2)CC1, predict the reactants needed to synthesize it. The reactants are: CC(=O)N1CCN(c2ccc(N)nc2)CC1.Cc1cc(-c2cc(F)c(CC(=O)O)cc2C)ccn1.